This data is from Full USPTO retrosynthesis dataset with 1.9M reactions from patents (1976-2016). The task is: Predict the reactants needed to synthesize the given product. (1) Given the product [CH2:38]([N:40]([CH2:44][CH3:45])[CH2:41][CH2:42][O:36][C:30]1[CH:29]=[C:28]2[C:33]([C:24]([O:23][C:20]3[CH:21]=[CH:22][C:17]([NH:16][C:14]([C:11]4([C:9]([NH:8][C:5]5[CH:6]=[CH:7][C:2]([F:1])=[CH:3][CH:4]=5)=[O:10])[CH2:12][CH2:13]4)=[O:15])=[CH:18][C:19]=3[F:37])=[CH:25][CH:26]=[N:27]2)=[CH:32][C:31]=1[O:34][CH3:35])[CH3:39], predict the reactants needed to synthesize it. The reactants are: [F:1][C:2]1[CH:7]=[CH:6][C:5]([NH:8][C:9]([C:11]2([C:14]([NH:16][C:17]3[CH:22]=[CH:21][C:20]([O:23][C:24]4[C:33]5[C:28](=[CH:29][C:30]([OH:36])=[C:31]([O:34][CH3:35])[CH:32]=5)[N:27]=[CH:26][CH:25]=4)=[C:19]([F:37])[CH:18]=3)=[O:15])[CH2:13][CH2:12]2)=[O:10])=[CH:4][CH:3]=1.[CH2:38]([N:40]([CH2:44][CH3:45])[CH2:41][CH2:42]O)[CH3:39].C1C=CC(P(C2C=CC=CC=2)C2C=CC=CC=2)=CC=1.CC(OC(/N=N/C(OC(C)C)=O)=O)C. (2) Given the product [NH:21]1[C:16]2[CH:15]=[C:14]([N:8]3[C@H:7]([C:1]4[CH:2]=[CH:3][CH:4]=[CH:5][CH:6]=4)[CH2:11][O:10][C:9]3=[O:12])[CH:19]=[CH:18][C:17]=2[N:20]=[CH:22]1, predict the reactants needed to synthesize it. The reactants are: [C:1]1([C@@H:7]2[CH2:11][O:10][C:9](=[O:12])[NH:8]2)[CH:6]=[CH:5][CH:4]=[CH:3][CH:2]=1.Br[C:14]1[CH:15]=[C:16]([NH2:21])[C:17]([NH2:20])=[CH:18][CH:19]=1.[C:22](=O)([O-])[O-].[K+].[K+].C1(N)CCCCC1N.Cl.